This data is from Full USPTO retrosynthesis dataset with 1.9M reactions from patents (1976-2016). The task is: Predict the reactants needed to synthesize the given product. (1) Given the product [C:1]1([C:29]2[CH:34]=[CH:33][CH:32]=[CH:31][CH:30]=2)[CH:2]=[CH:3][C:4]([NH:7][C:8](=[O:9])[C:10]2[CH:15]=[CH:14][C:13]([C:16]([NH:51][CH3:55])=[O:18])=[C:12]([NH:19][C:20](=[O:28])[CH2:21][N:22]3[CH2:39][CH2:43][O:42][CH2:41][CH2:40]3)[CH:11]=2)=[CH:5][CH:6]=1, predict the reactants needed to synthesize it. The reactants are: [C:1]1([C:29]2[CH:34]=[CH:33][CH:32]=[CH:31][CH:30]=2)[CH:6]=[CH:5][C:4]([N:7]=[C:8]([C:10]2[CH:15]=[CH:14][C:13]([C:16]([OH:18])=O)=[C:12](/[N:19]=[C:20](\[O-:28])/[CH2:21][N:22]3CCOCC3)[CH:11]=2)[O-:9])=[CH:3][CH:2]=1.[Li+].[Li+].CN.[CH2:39]1[CH2:43][O:42][CH2:41][CH2:40]1.F[P-](F)(F)(F)(F)F.[N:51]1(O[P+](N2CCCC2)(N2CCCC2)N2CCCC2)[C:55]2C=CC=CC=2N=N1.C(N(C(C)C)CC)(C)C. (2) Given the product [NH2:29][C@@H:25]([CH2:24][O:23][CH2:16][C:17]1[CH:22]=[CH:21][CH:20]=[CH:19][CH:18]=1)[C:26]([NH:10][C:9]1[CH:11]=[CH:12][C:6]([O:5][C:4]2[CH:13]=[CH:14][CH:15]=[C:2]([Cl:1])[CH:3]=2)=[CH:7][CH:8]=1)=[O:27], predict the reactants needed to synthesize it. The reactants are: [Cl:1][C:2]1[CH:3]=[C:4]([CH:13]=[CH:14][CH:15]=1)[O:5][C:6]1[CH:12]=[CH:11][C:9]([NH2:10])=[CH:8][CH:7]=1.[CH2:16]([O:23][CH2:24][C@H:25]([NH:29]C(OC(C)(C)C)=O)[C:26](O)=[O:27])[C:17]1[CH:22]=[CH:21][CH:20]=[CH:19][CH:18]=1. (3) Given the product [CH2:3]([O:10][C:14]1[CH:19]=[CH:18][N+:17]([O-:20])=[CH:16][CH:15]=1)[C:4]1[CH:9]=[CH:8][CH:7]=[CH:6][CH:5]=1, predict the reactants needed to synthesize it. The reactants are: [H-].[Na+].[CH2:3]([OH:10])[C:4]1[CH:9]=[CH:8][CH:7]=[CH:6][CH:5]=1.[N+]([C:14]1[CH:19]=[CH:18][N+:17]([O-:20])=[CH:16][CH:15]=1)([O-])=O. (4) Given the product [Cl:1][C:2]1[C:3]([Cl:11])=[N:4][CH:5]=[C:6]([CH:10]=1)[C:7]([NH:33][CH2:34][CH:35]([OH:38])[CH2:36][CH3:37])=[O:9], predict the reactants needed to synthesize it. The reactants are: [Cl:1][C:2]1[C:3]([Cl:11])=[N:4][CH:5]=[C:6]([CH:10]=1)[C:7]([OH:9])=O.CCN=C=NCCCN(C)C.C1C=CC2N(O)N=NC=2C=1.[NH2:33][CH2:34][CH:35]([OH:38])[CH2:36][CH3:37].CCN(C(C)C)C(C)C. (5) Given the product [CH2:17]([C:21]1[CH:26]=[CH:25][C:24]([C:27]2[O:31][C:30]([CH:32]=[C:6]3[S:5][C:4](=[S:7])[N:3]([CH:8]4[CH2:13][CH2:12][CH2:11][CH:10]([C:14]([OH:16])=[O:15])[CH2:9]4)[C:2]3=[O:1])=[CH:29][CH:28]=2)=[CH:23][CH:22]=1)[CH:18]([CH3:20])[CH3:19], predict the reactants needed to synthesize it. The reactants are: [O:1]=[C:2]1[CH2:6][S:5][C:4](=[S:7])[N:3]1[CH:8]1[CH2:13][CH2:12][CH2:11][CH:10]([C:14]([OH:16])=[O:15])[CH2:9]1.[CH2:17]([C:21]1[CH:26]=[CH:25][C:24]([C:27]2[O:31][C:30]([CH:32]=O)=[CH:29][CH:28]=2)=[CH:23][CH:22]=1)[CH:18]([CH3:20])[CH3:19].C(O)(=O)C.C(O)(=O)C.C(N)CN.